This data is from Forward reaction prediction with 1.9M reactions from USPTO patents (1976-2016). The task is: Predict the product of the given reaction. (1) Given the reactants [Cl:1][C:2]1[CH:3]=[C:4]2[C:9](=[CH:10][CH:11]=1)[C:8]([CH3:13])([CH3:12])[C:7](=[O:14])[C:6]([C:15]([NH:17][C@@H:18]([C:20]([O:22]C)=[O:21])[CH3:19])=[O:16])=[C:5]2[OH:24].[OH-].[Na+].O.Cl, predict the reaction product. The product is: [Cl:1][C:2]1[CH:3]=[C:4]2[C:9](=[CH:10][CH:11]=1)[C:8]([CH3:13])([CH3:12])[C:7](=[O:14])[C:6]([C:15]([NH:17][C@@H:18]([C:20]([OH:22])=[O:21])[CH3:19])=[O:16])=[C:5]2[OH:24]. (2) Given the reactants [Cl:1][C:2]1[S:6][C:5]([C:7]([NH:9][CH2:10][C:11]2[N:12]=[CH:13][N:14]([C:16]3[CH:21]=[CH:20][C:19](I)=[CH:18][CH:17]=3)[CH:15]=2)=[O:8])=[CH:4][CH:3]=1.[OH:23][C:24]1[C:29]([CH3:30])=[CH:28][CH:27]=[CH:26][N:25]=1.OC1C=CC=C2C=1N=CC=C2.C([O-])([O-])=O.[K+].[K+], predict the reaction product. The product is: [Cl:1][C:2]1[S:6][C:5]([C:7]([NH:9][CH2:10][C:11]2[N:12]=[CH:13][N:14]([C:16]3[CH:21]=[CH:20][C:19]([N:25]4[CH:26]=[CH:27][CH:28]=[C:29]([CH3:30])[C:24]4=[O:23])=[CH:18][CH:17]=3)[CH:15]=2)=[O:8])=[CH:4][CH:3]=1. (3) Given the reactants [CH3:1][C:2]1[N:7]=[C:6]([NH2:8])[CH:5]=[CH:4][CH:3]=1.C(N(CC)CC)C.[C:16](Cl)(=[O:21])[C:17]([CH3:20])([CH3:19])[CH3:18], predict the reaction product. The product is: [CH3:18][C:17]([CH3:20])([CH3:19])[C:16]([NH:8][C:6]1[CH:5]=[CH:4][CH:3]=[C:2]([CH3:1])[N:7]=1)=[O:21]. (4) Given the reactants [N+:1]([C:4]1[CH:9]=[C:8]([N+:10]([O-])=O)[CH:7]=[CH:6][C:5]=1[CH2:13][C:14]([OH:16])=[O:15])([O-])=O.[H][H], predict the reaction product. The product is: [NH2:1][C:4]1[CH:9]=[C:8]([NH2:10])[CH:7]=[CH:6][C:5]=1[CH2:13][C:14]([OH:16])=[O:15]. (5) Given the reactants [Cl:1][C:2]1[CH:28]=[CH:27][C:5]([CH2:6][N:7]2[C:15]3[C:10](=[CH:11][C:12]([CH:16]=[C:17]4[S:21][C:20](SCCC)=[N:19][C:18]4=[O:26])=[CH:13][CH:14]=3)[CH:9]=[N:8]2)=[C:4]([C:29]([F:32])([F:31])[F:30])[CH:3]=1.[CH3:33][C:34]1[N:38]([CH:39]2[CH2:44][CH2:43][NH:42][CH2:41][CH2:40]2)[C:37]([CH3:45])=[N:36][N:35]=1, predict the reaction product. The product is: [Cl:1][C:2]1[CH:28]=[CH:27][C:5]([CH2:6][N:7]2[C:15]3[C:10](=[CH:11][C:12]([CH:16]=[C:17]4[S:21][C:20]([N:42]5[CH2:41][CH2:40][CH:39]([N:38]6[C:34]([CH3:33])=[N:35][N:36]=[C:37]6[CH3:45])[CH2:44][CH2:43]5)=[N:19][C:18]4=[O:26])=[CH:13][CH:14]=3)[CH:9]=[N:8]2)=[C:4]([C:29]([F:30])([F:31])[F:32])[CH:3]=1. (6) The product is: [NH2:17][C:13]1[S:11][C:10](=[S:12])[C:5]2[CH2:4][O:3][C:2]([CH3:9])([CH3:1])[CH2:7][C:6]=2[C:14]=1[C:15]#[N:16]. Given the reactants [CH3:1][C:2]1([CH3:9])[CH2:7][C:6](=O)[CH2:5][CH2:4][O:3]1.[C:10](=[S:12])=[S:11].[C:13](#[N:17])[CH2:14][C:15]#[N:16].C(N(CC)CC)C, predict the reaction product. (7) The product is: [CH3:28][C:27]1[C:19]([S:18][C:9]2[NH:8][C:16]3[CH:15]=[CH:14][N:13]=[C:12]([NH2:17])[C:11]=3[N:10]=2)=[CH:20][C:21]2[O:25][CH2:24][O:23][C:22]=2[CH:26]=1. Given the reactants COC1C=CC(C[N:8]2[C:16]3[CH:15]=[CH:14][N:13]=[C:12]([NH2:17])[C:11]=3[N:10]=[C:9]2[S:18][C:19]2[C:27]([CH3:28])=[CH:26][C:22]3[O:23][CH2:24][O:25][C:21]=3[CH:20]=2)=CC=1, predict the reaction product. (8) Given the reactants [O:1]=[S:2]1(=[O:37])[C:8]2[CH:9]=[CH:10][CH:11]=[CH:12][C:7]=2[CH2:6][N:5]([C:13]2[CH:22]=[C:21]([NH:23][C:24]3([CH2:28][NH:29]C(=O)C(F)(F)F)[CH2:27][O:26][CH2:25]3)[C:20]3[C:15](=[CH:16][CH:17]=[C:18]([CH3:36])[CH:19]=3)[N:14]=2)[CH2:4][CH2:3]1.C(=O)([O-])[O-].[K+].[K+], predict the reaction product. The product is: [NH2:29][CH2:28][C:24]1([NH:23][C:21]2[C:20]3[C:15](=[CH:16][CH:17]=[C:18]([CH3:36])[CH:19]=3)[N:14]=[C:13]([N:5]3[CH2:6][C:7]4[CH:12]=[CH:11][CH:10]=[CH:9][C:8]=4[S:2](=[O:37])(=[O:1])[CH2:3][CH2:4]3)[CH:22]=2)[CH2:25][O:26][CH2:27]1. (9) Given the reactants Br[CH:2]=[C:3]1[C:16]2[CH:15]=[CH:14][C:13]([F:17])=[CH:12][C:11]=2[S:10][C:9]2[C:4]1=[CH:5][CH:6]=[C:7]([F:18])[CH:8]=2.CC1(C)C(C)(C)OB([C:27]2[CH:36]=[CH:35][C:30]3[NH:31][C:32](=[O:34])[NH:33][C:29]=3[CH:28]=2)O1.C([O-])([O-])=O.[Na+].[Na+], predict the reaction product. The product is: [F:18][C:7]1[CH:6]=[CH:5][C:4]2[C:3](=[CH:2][C:27]3[CH:36]=[CH:35][C:30]4[NH:31][C:32](=[O:34])[NH:33][C:29]=4[CH:28]=3)[C:16]3[C:11]([S:10][C:9]=2[CH:8]=1)=[CH:12][C:13]([F:17])=[CH:14][CH:15]=3.